This data is from NCI-60 drug combinations with 297,098 pairs across 59 cell lines. The task is: Regression. Given two drug SMILES strings and cell line genomic features, predict the synergy score measuring deviation from expected non-interaction effect. (1) Drug 1: CN(C)N=NC1=C(NC=N1)C(=O)N. Synergy scores: CSS=0.663, Synergy_ZIP=-1.76, Synergy_Bliss=-4.83, Synergy_Loewe=-27.1, Synergy_HSA=-9.88. Cell line: SW-620. Drug 2: C1=CC=C(C=C1)NC(=O)CCCCCCC(=O)NO. (2) Drug 1: CC1CCC2CC(C(=CC=CC=CC(CC(C(=O)C(C(C(=CC(C(=O)CC(OC(=O)C3CCCCN3C(=O)C(=O)C1(O2)O)C(C)CC4CCC(C(C4)OC)OCCO)C)C)O)OC)C)C)C)OC. Synergy scores: CSS=25.8, Synergy_ZIP=-6.27, Synergy_Bliss=-0.0234, Synergy_Loewe=-5.60, Synergy_HSA=0.721. Cell line: OVCAR-8. Drug 2: COCCOC1=C(C=C2C(=C1)C(=NC=N2)NC3=CC=CC(=C3)C#C)OCCOC.Cl.